This data is from Peptide-MHC class I binding affinity with 185,985 pairs from IEDB/IMGT. The task is: Regression. Given a peptide amino acid sequence and an MHC pseudo amino acid sequence, predict their binding affinity value. This is MHC class I binding data. (1) The peptide sequence is EFFGWAEGY. The MHC is HLA-B08:02 with pseudo-sequence HLA-B08:02. The binding affinity (normalized) is 0.0847. (2) The peptide sequence is MAAEQRRST. The MHC is HLA-A02:06 with pseudo-sequence HLA-A02:06. The binding affinity (normalized) is 0.